Binary Classification. Given a miRNA mature sequence and a target amino acid sequence, predict their likelihood of interaction. From a dataset of Experimentally validated miRNA-target interactions with 360,000+ pairs, plus equal number of negative samples. (1) The miRNA is hsa-miR-194-3p with sequence CCAGUGGGGCUGCUGUUAUCUG. The protein sequence of the target gene is MNETMATDSPRRPSRCTGGVVVRPQAVTEQSYMESVVTFLQDVVPQAYSGSPLTEEKEKIVWVRFENADLNDTSRNLEFHELHSTGNEPPLLVMIGYSDGMQVWGIPISGEAQELFSVRHGPVRAARILPAPQLGAQKCDNFAEKRPLLGVCKSIGSSGTTPPYCCVDLYSLRTGEMVKSIQFKTPIYDLHCNKRILVVVLQEKIAAFDSCTFTKKFFVTSCYPCPGPNMNPIALGSRWLAYAENKLIRCHQSRGGACGDNIQSYTATVLSAAKTLKSGLTMVGKVVTQLTGTLPSGVTE.... Result: 0 (no interaction). (2) The protein sequence of the target gene is MDSQQEDLRFPGMWVSLYFGILGLCSVITGGCIIFLHWRKNLRREEHAQQWVEVMRAATFTYSPLLYWINKRRRYGMNAAINTGPAPAVTKTETEVQNPDVLWDLDIPEGRSHADQDSNPKAEAPAPLQPALQLAPQQPQARSPFPLPIFQEVPFAPPLCNLPPLLNHSVSYPLATCPERNVLFHSLLNLAQEDHSFNAKPFPSEL. Result: 0 (no interaction). The miRNA is hsa-miR-2113 with sequence AUUUGUGCUUGGCUCUGUCAC.